The task is: Predict the product of the given reaction.. This data is from Forward reaction prediction with 1.9M reactions from USPTO patents (1976-2016). (1) Given the reactants [C:1]([O:5][C:6]([N:8]1[CH2:13][CH2:12][CH:11]([CH:14]=O)[CH2:10][CH2:9]1)=[O:7])([CH3:4])([CH3:3])[CH3:2].[CH3:16][C:17]1[C:18]([CH2:23][NH2:24])=[N:19][CH:20]=[CH:21][CH:22]=1.[BH-](OC(C)=O)(OC(C)=O)OC(C)=O.[Na+], predict the reaction product. The product is: [C:1]([O:5][C:6]([N:8]1[CH2:13][CH2:12][CH:11]([CH2:14][NH:24][CH2:23][C:18]2[C:17]([CH3:16])=[CH:22][CH:21]=[CH:20][N:19]=2)[CH2:10][CH2:9]1)=[O:7])([CH3:4])([CH3:3])[CH3:2]. (2) Given the reactants [CH:1]1([C:5]([O:7][CH2:8][CH3:9])=[O:6])[CH2:4][CH2:3][CH2:2]1.I[CH2:11][C:12]1[CH:13]=[CH:14][C:15]([O:18][CH2:19][CH2:20][C:21]2[N:22]=[C:23]([C:27]3[CH:32]=[CH:31][CH:30]=[CH:29][CH:28]=3)[O:24][C:25]=2[CH3:26])=[N:16][CH:17]=1, predict the reaction product. The product is: [CH3:26][C:25]1[O:24][C:23]([C:27]2[CH:28]=[CH:29][CH:30]=[CH:31][CH:32]=2)=[N:22][C:21]=1[CH2:20][CH2:19][O:18][C:15]1[N:16]=[CH:17][C:12]([CH2:11][C:1]2([C:5]([O:7][CH2:8][CH3:9])=[O:6])[CH2:4][CH2:3][CH2:2]2)=[CH:13][CH:14]=1. (3) Given the reactants [N:1]1([C:10]2[CH:15]=[CH:14][C:13]([C:16]3[CH:21]=[CH:20][C:19]([CH:22]=O)=[CH:18][CH:17]=3)=[CH:12][CH:11]=2)[C:9]2[C:4](=[CH:5][CH:6]=[CH:7][CH:8]=2)[CH:3]=[CH:2]1.[NH2:24][C@H:25]([C:28]([OH:30])=[O:29])[CH2:26][SH:27], predict the reaction product. The product is: [N:1]1([C:10]2[CH:15]=[CH:14][C:13]([C:16]3[CH:21]=[CH:20][C:19]([CH:22]4[NH:24][CH:25]([C:28]([OH:30])=[O:29])[CH2:26][S:27]4)=[CH:18][CH:17]=3)=[CH:12][CH:11]=2)[C:9]2[C:4](=[CH:5][CH:6]=[CH:7][CH:8]=2)[CH:3]=[CH:2]1. (4) Given the reactants [CH3:1][O:2][C:3]1[CH:4]=[CH:5][C:6]2[NH:12][C:11](=[O:13])[N:10]([CH:14]3[CH2:19][CH2:18][N:17]([C:20]4[N:25]=[CH:24][N:23]=[C:22]([C:26](O)=[O:27])[CH:21]=4)[CH2:16][CH2:15]3)[CH2:9][CH2:8][C:7]=2[CH:29]=1.Cl.[F:31][C:32]1[CH:33]=[C:34]2[C:39](=[CH:40][CH:41]=1)[CH2:38][NH:37][CH2:36][C:35]2([CH3:43])[CH3:42].CN(C(ON1N=NC2C=CC=CC1=2)=[N+](C)C)C.[B-](F)(F)(F)F, predict the reaction product. The product is: [F:31][C:32]1[CH:33]=[C:34]2[C:39](=[CH:40][CH:41]=1)[CH2:38][N:37]([C:26]([C:22]1[N:23]=[CH:24][N:25]=[C:20]([N:17]3[CH2:18][CH2:19][CH:14]([N:10]4[CH2:9][CH2:8][C:7]5[CH:29]=[C:3]([O:2][CH3:1])[CH:4]=[CH:5][C:6]=5[NH:12][C:11]4=[O:13])[CH2:15][CH2:16]3)[CH:21]=1)=[O:27])[CH2:36][C:35]2([CH3:43])[CH3:42]. (5) Given the reactants CCN(C(C)C)C(C)C.[N:10]1[C:11]([C:19]([OH:21])=O)=[CH:12][N:13]2[CH:18]=[CH:17][CH:16]=[CH:15][C:14]=12.C1C=CC2N(O)N=NC=2C=1.CCN=C=NCCCN(C)C.Cl.[NH2:44][CH2:45][C:46]([N:48]1[CH2:53][CH2:52][N:51]([C:54](=[O:66])[C:55]2[CH:60]=[C:59]([F:61])[CH:58]=[CH:57][C:56]=2[C:62]([F:65])([F:64])[F:63])[CH2:50][CH2:49]1)=[O:47].FC1C=CC(C(F)(F)F)=C(C=1)C(O)=O, predict the reaction product. The product is: [F:61][C:59]1[CH:58]=[CH:57][C:56]([C:62]([F:64])([F:63])[F:65])=[C:55]([CH:60]=1)[C:54]([N:51]1[CH2:52][CH2:53][N:48]([C:46](=[O:47])[CH2:45][NH:44][C:19]([C:11]2[N:10]=[C:14]3[CH:15]=[CH:16][CH:17]=[CH:18][N:13]3[CH:12]=2)=[O:21])[CH2:49][CH2:50]1)=[O:66].